From a dataset of NCI-60 drug combinations with 297,098 pairs across 59 cell lines. Regression. Given two drug SMILES strings and cell line genomic features, predict the synergy score measuring deviation from expected non-interaction effect. (1) Drug 1: CC(CN1CC(=O)NC(=O)C1)N2CC(=O)NC(=O)C2. Drug 2: CN(CCCl)CCCl.Cl. Cell line: RXF 393. Synergy scores: CSS=17.1, Synergy_ZIP=-4.44, Synergy_Bliss=-1.46, Synergy_Loewe=1.12, Synergy_HSA=1.67. (2) Drug 1: C1=NC2=C(N1)C(=S)N=CN2. Drug 2: CN(CCCl)CCCl.Cl. Cell line: MCF7. Synergy scores: CSS=29.4, Synergy_ZIP=-7.10, Synergy_Bliss=1.10, Synergy_Loewe=-8.52, Synergy_HSA=0.815.